Dataset: Peptide-MHC class II binding affinity with 134,281 pairs from IEDB. Task: Regression. Given a peptide amino acid sequence and an MHC pseudo amino acid sequence, predict their binding affinity value. This is MHC class II binding data. The peptide sequence is ELLDQSDVKEPGVSR. The MHC is DRB1_0901 with pseudo-sequence DRB1_0901. The binding affinity (normalized) is 0.242.